Dataset: Forward reaction prediction with 1.9M reactions from USPTO patents (1976-2016). Task: Predict the product of the given reaction. (1) Given the reactants [CH3:1][O:2][C:3]1[CH:8]=[CH:7][C:6]([C:9]2[N:10]=[CH:11][N:12]([CH3:27])[C:13]=2[C:14]2[S:26][C:17]3[N:18]=[CH:19][N:20]=[C:21](S(C)(=O)=O)[C:16]=3[CH:15]=2)=[CH:5][CH:4]=1.CC1([N:35]2C(C3SC4N=CN=C(S(C)(=O)=O)C=4C=3)=CN=C2)C=CC=CC1.C(Cl)Cl.N, predict the reaction product. The product is: [CH3:1][O:2][C:3]1[CH:8]=[CH:7][C:6]([C:9]2[N:10]=[CH:11][N:12]([CH3:27])[C:13]=2[C:14]2[S:26][C:17]3[N:18]=[CH:19][N:20]=[C:21]([NH2:35])[C:16]=3[CH:15]=2)=[CH:5][CH:4]=1. (2) Given the reactants [I:1][C:2]1[CH:11]=[CH:10][C:5]([C:6]([NH:8][NH2:9])=[O:7])=[CH:4][CH:3]=1.[CH3:12][O:13][C:14]1[CH:15]=[C:16]([CH:20]=[CH:21][CH:22]=1)[C:17](Cl)=[O:18].N1C=CC=CC=1.O, predict the reaction product. The product is: [I:1][C:2]1[CH:11]=[CH:10][C:5]([C:6]([NH:8][NH:9][C:17](=[O:18])[C:16]2[CH:20]=[CH:21][CH:22]=[C:14]([O:13][CH3:12])[CH:15]=2)=[O:7])=[CH:4][CH:3]=1. (3) The product is: [CH2:6]([C:8]1([S:17]([C:20]2[CH:25]=[CH:24][CH:23]=[C:22]([C:26]([F:28])([F:29])[F:27])[CH:21]=2)(=[O:18])=[O:19])[CH2:13][CH2:12][O:11][CH:10]([C:14]#[N:16])[CH2:9]1)[CH3:7]. Given the reactants O=P(Cl)(Cl)Cl.[CH2:6]([C:8]1([S:17]([C:20]2[CH:25]=[CH:24][CH:23]=[C:22]([C:26]([F:29])([F:28])[F:27])[CH:21]=2)(=[O:19])=[O:18])[CH2:13][CH2:12][O:11][CH:10]([C:14]([NH2:16])=O)[CH2:9]1)[CH3:7], predict the reaction product. (4) Given the reactants Cl[C:2]1[N:7]=[CH:6][C:5]([N:8]2[C:12]3[N:13]=[C:14]([N:42]4[CH2:47][CH2:46][O:45][CH2:44][CH2:43]4)[N:15]=[C:16]([C:17]4[CH:18]=[N:19][C:20]([N:23]([CH2:33][C:34]5[CH:39]=[CH:38][C:37]([O:40][CH3:41])=[CH:36][CH:35]=5)[CH2:24][C:25]5[CH:30]=[CH:29][C:28]([O:31][CH3:32])=[CH:27][CH:26]=5)=[N:21][CH:22]=4)[C:11]=3[CH2:10][CH2:9]2)=[CH:4][CH:3]=1.[NH:48]1[CH2:53][CH2:52][O:51][CH2:50][CH2:49]1, predict the reaction product. The product is: [CH3:32][O:31][C:28]1[CH:29]=[CH:30][C:25]([CH2:24][N:23]([CH2:33][C:34]2[CH:39]=[CH:38][C:37]([O:40][CH3:41])=[CH:36][CH:35]=2)[C:20]2[N:19]=[CH:18][C:17]([C:16]3[C:11]4[CH2:10][CH2:9][N:8]([C:5]5[CH:6]=[N:7][C:2]([N:48]6[CH2:53][CH2:52][O:51][CH2:50][CH2:49]6)=[CH:3][CH:4]=5)[C:12]=4[N:13]=[C:14]([N:42]4[CH2:47][CH2:46][O:45][CH2:44][CH2:43]4)[N:15]=3)=[CH:22][N:21]=2)=[CH:26][CH:27]=1.